This data is from Forward reaction prediction with 1.9M reactions from USPTO patents (1976-2016). The task is: Predict the product of the given reaction. (1) Given the reactants Cl[C:2]1[N:3]=[C:4]2[C:9](=[CH:10][CH:11]=1)[N:8]=[CH:7][C:6]([C:12]([CH:14]1[CH2:16][CH2:15]1)=[O:13])=[C:5]2[NH:17][C:18]1[CH:19]=[CH:20][C:21]([N:24]2[CH2:29][CH2:28][CH2:27][C@H:26]([NH:30][C:31](=[O:37])[O:32][C:33]([CH3:36])([CH3:35])[CH3:34])[CH2:25]2)=[N:22][CH:23]=1.[Cl:38][C:39]1[CH:44]=[C:43](B2OC(C)(C)C(C)(C)O2)[CH:42]=[C:41]([Cl:54])[C:40]=1[OH:55], predict the reaction product. The product is: [CH:14]1([C:12]([C:6]2[CH:7]=[N:8][C:9]3[C:4]([C:5]=2[NH:17][C:18]2[CH:19]=[CH:20][C:21]([N:24]4[CH2:29][CH2:28][CH2:27][C@H:26]([NH:30][C:31](=[O:37])[O:32][C:33]([CH3:34])([CH3:35])[CH3:36])[CH2:25]4)=[N:22][CH:23]=2)=[N:3][C:2]([C:43]2[CH:44]=[C:39]([Cl:38])[C:40]([OH:55])=[C:41]([Cl:54])[CH:42]=2)=[CH:11][CH:10]=3)=[O:13])[CH2:16][CH2:15]1. (2) Given the reactants [Cu]([C:4]#[N:5])C#N.Br[C:7]1[CH:12]=[CH:11][C:10]([NH:13]C(=O)OC(C)(C)C)=[CH:9][C:8]=1[O:21][C:22]([F:25])([F:24])[F:23].Cl, predict the reaction product. The product is: [NH2:13][C:10]1[CH:11]=[CH:12][C:7]([C:4]#[N:5])=[C:8]([O:21][C:22]([F:23])([F:24])[F:25])[CH:9]=1. (3) Given the reactants [CH2:1]([C@@H:5]1[NH:10][CH2:9][C@H:8]([CH2:11][CH:12]([CH3:14])[CH3:13])[NH:7][C:6]1=[O:15])[CH:2]([CH3:4])[CH3:3].[Cl:16][C:17]1[CH:22]=[CH:21][C:20]([C:23]2[O:27][N:26]=[C:25]([C:28](O)=[O:29])[CH:24]=2)=[CH:19][C:18]=1[F:31].C([C@@H]1N(C(=O)/C=C/C2C=CC=CC=2)C[C@H](CC(C)C)NC1=O)C(C)C, predict the reaction product. The product is: [Cl:16][C:17]1[CH:22]=[CH:21][C:20]([C:23]2[O:27][N:26]=[C:25]([C:28]([N:10]3[CH2:9][C@H:8]([CH2:11][CH:12]([CH3:14])[CH3:13])[NH:7][C:6](=[O:15])[C@@H:5]3[CH2:1][CH:2]([CH3:4])[CH3:3])=[O:29])[CH:24]=2)=[CH:19][C:18]=1[F:31]. (4) Given the reactants [Cl:1][C:2]1[CH:3]=[CH:4][C:5]([OH:11])=[C:6]([CH:10]=1)[C:7]([OH:9])=O.ClC1C=CC(COC2C=CC(F)=CC=2F)=C(C=1)C([NH:20][C@H:21]([C:23]1[CH:32]=[CH:31][C:26]([C:27]([O:29][CH3:30])=[O:28])=[CH:25][CH:24]=1)[CH3:22])=O.Cl.CN(C)CCCN=C=NCC.O.ON1C2C=CC=CC=2N=N1.C(N(CC)CC)C.C(=O)(O)[O-].[Na+], predict the reaction product. The product is: [Cl:1][C:2]1[CH:3]=[CH:4][C:5]([OH:11])=[C:6]([CH:10]=1)[C:7]([NH:20][C@H:21]([C:23]1[CH:32]=[CH:31][C:26]([C:27]([O:29][CH3:30])=[O:28])=[CH:25][CH:24]=1)[CH3:22])=[O:9]. (5) Given the reactants [CH3:1][O:2]/[N:3]=[C:4](\[C:11]([NH:13][C@@H:14]1[C:17](=[O:18])[N:16]2[C:19]([C:32]([O-:34])=[O:33])=[C:20]([CH2:23][S:24][C:25]([C:27]3[O:31][CH:30]=[CH:29][CH:28]=3)=[O:26])[CH2:21][S:22][C@H:15]12)=[O:12])/[C:5]1[N:9]=[C:8]([NH2:10])[S:7][CH:6]=1.[Na+].[Cl-:36].[Na+].Cl.C(OC(C)C)(C)C, predict the reaction product. The product is: [CH3:1][O:2]/[N:3]=[C:4](\[C:11]([NH:13][C@@H:14]1[C:17](=[O:18])[N:16]2[C:19]([C:32]([OH:34])=[O:33])=[C:20]([CH2:23][S:24][C:25]([C:27]3[O:31][CH:30]=[CH:29][CH:28]=3)=[O:26])[CH2:21][S:22][C@H:15]12)=[O:12])/[C:5]1[N:9]=[C:8]([NH2:10])[S:7][CH:6]=1.[ClH:36]. (6) Given the reactants [CH:1]1([CH2:4][NH:5][CH2:6][CH2:7][C:8]2[CH:13]=[CH:12][C:11]([C:14]3[N:18]=[CH:17][N:16]([C:19]4[CH:24]=[CH:23][C:22]([O:25][C:26]([F:29])([F:28])[F:27])=[CH:21][CH:20]=4)[N:15]=3)=[CH:10][CH:9]=2)[CH2:3][CH2:2]1.[N+](C1C=CC([CH:39]2[S:43]/[C:42](=[N:44]\[C:45](=O)[O-:46])/[N:41]([C:48]3[CH:53]=[C:52]([CH3:54])[CH:51]=[CH:50][C:49]=3[CH:55]([CH3:57])[CH3:56])[C:40]2=[O:58])=CC=1)([O-])=O, predict the reaction product. The product is: [CH:1]1([CH2:4][N:5]([CH2:6][CH2:7][C:8]2[CH:9]=[CH:10][C:11]([C:14]3[N:18]=[CH:17][N:16]([C:19]4[CH:20]=[CH:21][C:22]([O:25][C:26]([F:27])([F:28])[F:29])=[CH:23][CH:24]=4)[N:15]=3)=[CH:12][CH:13]=2)[C:45](/[N:44]=[C:42]2\[S:43][CH2:39][C:40](=[O:58])[N:41]\2[C:48]2[CH:53]=[C:52]([CH3:54])[CH:51]=[CH:50][C:49]=2[CH:55]([CH3:56])[CH3:57])=[O:46])[CH2:3][CH2:2]1. (7) Given the reactants [Cl:1]C1N=C(C(C)C)C(C(NCC2CCC2)C)=CC=1.[Cl:19][C:20]1[CH:25]=[C:24]([Cl:26])[CH:23]=[CH:22][C:21]=1[NH:27][C:28]1[N:33]=[CH:32][C:31]([CH:34]=O)=[C:30]([CH:36]([CH3:38])[CH3:37])[CH:29]=1.[NH:39]1[CH2:44][CH2:43][S:42][CH2:41][CH2:40]1, predict the reaction product. The product is: [ClH:1].[ClH:19].[Cl:19][C:20]1[CH:25]=[C:24]([Cl:26])[CH:23]=[CH:22][C:21]=1[NH:27][C:28]1[CH:29]=[C:30]([CH:36]([CH3:38])[CH3:37])[C:31]([CH2:34][N:39]2[CH2:44][CH2:43][S:42][CH2:41][CH2:40]2)=[CH:32][N:33]=1. (8) Given the reactants [Br:1][C:2]1[CH:3]=[CH:4][C:5]([OH:8])=[N:6][CH:7]=1.Br[CH2:10][C:11]([O:13][CH3:14])=[O:12].C(=O)([O-])[O-].[K+].[K+], predict the reaction product. The product is: [Br:1][C:2]1[CH:3]=[CH:4][C:5](=[O:8])[N:6]([CH2:10][C:11]([O:13][CH3:14])=[O:12])[CH:7]=1. (9) Given the reactants C(Cl)CCl.[N:5]1[CH:10]=[CH:9][CH:8]=[C:7]([NH2:11])[CH:6]=1.C(N(C(C)C)CC)(C)C.[F:21][C:22]1[CH:27]=[CH:26][C:25]([CH2:28][O:29][C:30]2[CH:38]=[CH:37][C:36]([C:39]([F:42])([F:41])[F:40])=[CH:35][C:31]=2[C:32](O)=[O:33])=[CH:24][CH:23]=1, predict the reaction product. The product is: [F:21][C:22]1[CH:27]=[CH:26][C:25]([CH2:28][O:29][C:30]2[CH:38]=[CH:37][C:36]([C:39]([F:40])([F:41])[F:42])=[CH:35][C:31]=2[C:32]([NH:11][C:7]2[CH:6]=[N:5][CH:10]=[CH:9][CH:8]=2)=[O:33])=[CH:24][CH:23]=1. (10) Given the reactants [NH2:1][C:2]1[N:7]=[CH:6][N:5]=[C:4]([O:8][C:9]2[CH:14]=[CH:13][C:12]([NH:15][C:16]([NH:18][C:19]3[CH:24]=[CH:23][CH:22]=[CH:21][CH:20]=3)=[O:17])=[CH:11][CH:10]=2)[CH:3]=1.[C:25](OC(=O)C)(=[O:27])[CH3:26].N1C=CC=CC=1, predict the reaction product. The product is: [C:19]1([NH:18][C:16](=[O:17])[NH:15][C:12]2[CH:11]=[CH:10][C:9]([O:8][C:4]3[N:5]=[CH:6][N:7]=[C:2]([NH:1][C:25](=[O:27])[CH3:26])[CH:3]=3)=[CH:14][CH:13]=2)[CH:20]=[CH:21][CH:22]=[CH:23][CH:24]=1.